From a dataset of Forward reaction prediction with 1.9M reactions from USPTO patents (1976-2016). Predict the product of the given reaction. (1) Given the reactants [NH2:1][C:2]1[CH:3]=[C:4]([NH:8][C:9](=[O:18])[CH2:10][CH2:11][N:12]2[CH2:17][CH2:16][CH2:15][CH2:14][CH2:13]2)[CH:5]=[CH:6][CH:7]=1.Cl.[Cl:20][CH2:21][CH2:22][N:23]([CH2:31][CH2:32][Cl:33])[C:24]1[CH:29]=[CH:28][C:27]([NH2:30])=[CH:26][CH:25]=1.CN([CH:37]=[O:38])C, predict the reaction product. The product is: [Cl:20][CH2:21][CH2:22][N:23]([CH2:31][CH2:32][Cl:33])[C:24]1[CH:29]=[CH:28][C:27]([NH:30][C:37](=[O:38])[NH:1][C:2]2[CH:3]=[C:4]([NH:8][C:9](=[O:18])[CH2:10][CH2:11][N:12]3[CH2:17][CH2:16][CH2:15][CH2:14][CH2:13]3)[CH:5]=[CH:6][CH:7]=2)=[CH:26][CH:25]=1. (2) The product is: [C:25]1([S:22]([NH:21][C:3]2[CH:4]=[C:5]([N:8]3[CH2:9][CH2:10][NH:11][CH2:12][CH2:13]3)[CH:6]=[CH:7][C:2]=2[NH:1][S:41]([C:39]2[CH:38]=[CH:37][CH:36]=[C:35]3[C:40]=2[N:31]=[CH:32][CH:33]=[CH:34]3)(=[O:42])=[O:43])(=[O:24])=[O:23])[CH:26]=[CH:27][CH:28]=[CH:29][CH:30]=1. Given the reactants [NH2:1][C:2]1[CH:7]=[CH:6][C:5]([N:8]2[CH2:13][CH2:12][N:11](C(OC(C)(C)C)=O)[CH2:10][CH2:9]2)=[CH:4][C:3]=1[NH:21][S:22]([C:25]1[CH:30]=[CH:29][CH:28]=[CH:27][CH:26]=1)(=[O:24])=[O:23].[N:31]1[C:40]2[C:35](=[CH:36][CH:37]=[CH:38][C:39]=2[S:41](Cl)(=[O:43])=[O:42])[CH:34]=[CH:33][CH:32]=1, predict the reaction product. (3) Given the reactants [Cl:1][C:2]1[CH:7]=[CH:6][C:5]([C:8](=[O:11])[CH2:9]Br)=[CH:4][CH:3]=1.[OH2:12].Br.CS(C)=[O:16], predict the reaction product. The product is: [Cl:1][C:2]1[CH:7]=[CH:6][C:5]([C:8](=[O:11])[CH:9]([OH:16])[OH:12])=[CH:4][CH:3]=1.